The task is: Predict the product of the given reaction.. This data is from Forward reaction prediction with 1.9M reactions from USPTO patents (1976-2016). Given the reactants C(=O)([O-])[O-].[K+].[K+].Cl[C:8]1[CH:13]=[C:12]([Cl:14])[N:11]=[CH:10][N:9]=1.[NH2:15][C:16]1[C:21]([N+:22]([O-:24])=[O:23])=[CH:20][C:19]([OH:25])=[CH:18][C:17]=1[CH3:26], predict the reaction product. The product is: [Cl:14][C:12]1[N:11]=[CH:10][N:9]=[C:8]([O:25][C:19]2[CH:20]=[C:21]([N+:22]([O-:24])=[O:23])[C:16]([NH2:15])=[C:17]([CH3:26])[CH:18]=2)[CH:13]=1.